Dataset: Full USPTO retrosynthesis dataset with 1.9M reactions from patents (1976-2016). Task: Predict the reactants needed to synthesize the given product. (1) The reactants are: [Cl:1][C:2]1[CH:7]=[CH:6][CH:5]=[CH:4][C:3]=1[CH2:8][CH2:9][OH:10].[H-].[Na+].Cl[CH2:14][C:15]([O-:17])=[O:16].[Na+].O. Given the product [Cl:1][C:2]1[CH:7]=[CH:6][CH:5]=[CH:4][C:3]=1[CH2:8][CH2:9][O:10][CH2:14][C:15]([OH:17])=[O:16], predict the reactants needed to synthesize it. (2) Given the product [ClH:38].[NH2:8][C@H:9]([CH2:31][C:32]1[CH:33]=[CH:34][C:35]([Cl:38])=[CH:36][CH:37]=1)[C:10]([NH:12][N:13]1[CH2:17][CH2:16][C@H:15]([N:18]([CH:25]2[CH2:30][CH2:29][CH2:28][CH2:27][CH2:26]2)[C:19](=[O:24])[C@H:20]([CH3:23])[CH2:21][OH:22])[CH2:14]1)=[O:11], predict the reactants needed to synthesize it. The reactants are: OC(C(F)(F)F)=O.[NH2:8][C@H:9]([CH2:31][C:32]1[CH:37]=[CH:36][C:35]([Cl:38])=[CH:34][CH:33]=1)[C:10]([NH:12][N:13]1[CH2:17][CH2:16][C@H:15]([N:18]([CH:25]2[CH2:30][CH2:29][CH2:28][CH2:27][CH2:26]2)[C:19](=[O:24])[C@H:20]([CH3:23])[CH2:21][OH:22])[CH2:14]1)=[O:11]. (3) Given the product [CH3:24][C:10]1[CH:11]=[C:12]([C:14]2[CH:19]=[CH:18][C:17]([C:20]([F:23])([F:22])[F:21])=[CH:16][CH:15]=2)[N:13]=[C:8]([C:4]2[CH:3]=[C:2]([C:29]3[CH:28]=[N:27][C:26]([NH2:25])=[N:31][CH:30]=3)[CH:7]=[CH:6][CH:5]=2)[N:9]=1, predict the reactants needed to synthesize it. The reactants are: Br[C:2]1[CH:3]=[C:4]([C:8]2[N:13]=[C:12]([C:14]3[CH:19]=[CH:18][C:17]([C:20]([F:23])([F:22])[F:21])=[CH:16][CH:15]=3)[CH:11]=[C:10]([CH3:24])[N:9]=2)[CH:5]=[CH:6][CH:7]=1.[NH2:25][C:26]1[N:31]=[CH:30][C:29](B2OC(C)(C)C(C)(C)O2)=[CH:28][N:27]=1.